Dataset: Forward reaction prediction with 1.9M reactions from USPTO patents (1976-2016). Task: Predict the product of the given reaction. (1) Given the reactants Br[C:2]12[CH2:11][CH:6]3[CH2:7][CH:8]([CH2:10][CH:4]([CH2:5]3)[CH2:3]1)[CH2:9]2.C(N(CC)CC)C.[CH2:19]([OH:34])[CH2:20][O:21][CH2:22][CH2:23][O:24][CH2:25][CH2:26][O:27][CH2:28][CH2:29][O:30][CH2:31][CH2:32][OH:33], predict the reaction product. The product is: [C:2]12([O:33][CH2:32][CH2:31][O:30][CH2:29][CH2:28][O:27][CH2:26][CH2:25][O:24][CH2:23][CH2:22][O:21][CH2:20][CH2:19][OH:34])[CH2:11][CH:6]3[CH2:7][CH:8]([CH2:10][CH:4]([CH2:5]3)[CH2:3]1)[CH2:9]2. (2) The product is: [ClH:42].[CH:1]([O:4][C:5]1[CH:41]=[CH:40][C:8]2[CH2:9][CH2:10][CH2:11][CH:12]([NH:14][CH2:15][C@H:16]([OH:25])[CH2:17][O:18][C:19]3[CH:24]=[CH:23][CH:22]=[CH:21][CH:20]=3)[CH2:13][C:7]=2[CH:6]=1)([CH3:3])[CH3:2]. Given the reactants [CH:1]([O:4][C:5]1[CH:41]=[CH:40][C:8]2[CH2:9][CH2:10][CH2:11][CH:12]([N:14](C(OC(C)(C)C)=O)[CH2:15][C@H:16]([O:25][Si](CC)(CC)CC)[CH2:17][O:18][C:19]3[CH:24]=[CH:23][CH:22]=[CH:21][CH:20]=3)[CH2:13][C:7]=2[CH:6]=1)([CH3:3])[CH3:2].[ClH:42], predict the reaction product. (3) The product is: [C:1]([C:5]1[CH:10]=[CH:9][CH:8]=[CH:7][C:6]=1[CH:11]1[CH2:16][CH2:15][N:14]([C:17]([C@H:19]2[CH2:23][C@@H:22]([OH:24])[CH2:21][NH:20]2)=[O:18])[CH2:13][CH2:12]1)([CH3:4])([CH3:2])[CH3:3]. Given the reactants [C:1]([C:5]1[CH:10]=[CH:9][CH:8]=[CH:7][C:6]=1[CH:11]1[CH2:16][CH2:15][N:14]([C:17]([C@H:19]2[CH2:23][C@@H:22]([OH:24])[CH2:21][N:20]2C(OC(C)(C)C)=O)=[O:18])[CH2:13][CH2:12]1)([CH3:4])([CH3:3])[CH3:2].C(O)(C(F)(F)F)=O, predict the reaction product. (4) Given the reactants C1(NC2CCCCC2)CCCCC1.C([Li])CCC.[C:19]([N:26]1[CH2:31][CH2:30][CH:29]([C:32]([O:34][CH2:35][CH3:36])=[O:33])[CH2:28][CH2:27]1)([O:21][C:22]([CH3:25])([CH3:24])[CH3:23])=[O:20].Br[C:38]1[CH:39]=[CH:40][C:41]2[O:50][CH2:49][CH2:48][C:47]3[C:43](=[N:44][N:45]([C:51]4[N:52]([C:56]5[CH:61]=[CH:60][C:59]([F:62])=[CH:58][C:57]=5[F:63])[N:53]=[CH:54][N:55]=4)[CH:46]=3)[C:42]=2[CH:64]=1.F[B-](F)(F)F.C([PH+](C(C)(C)C)C(C)(C)C)(C)(C)C, predict the reaction product. The product is: [CH2:35]([O:34][C:32]([C:29]1([C:38]2[CH:39]=[CH:40][C:41]3[O:50][CH2:49][CH2:48][C:47]4[C:43](=[N:44][N:45]([C:51]5[N:52]([C:56]6[CH:61]=[CH:60][C:59]([F:62])=[CH:58][C:57]=6[F:63])[N:53]=[CH:54][N:55]=5)[CH:46]=4)[C:42]=3[CH:64]=2)[CH2:30][CH2:31][N:26]([C:19]([O:21][C:22]([CH3:25])([CH3:24])[CH3:23])=[O:20])[CH2:27][CH2:28]1)=[O:33])[CH3:36]. (5) Given the reactants [C:1]1([CH3:17])[CH:6]=[CH:5][C:4]([S:7]([N:10]2[CH:14]=[CH:13][C:12]([CH:15]=[O:16])=[N:11]2)(=[O:9])=[O:8])=[CH:3][CH:2]=1.[CH2:18]([Mg]Cl)[CH3:19], predict the reaction product. The product is: [C:1]1([CH3:17])[CH:2]=[CH:3][C:4]([S:7]([N:10]2[CH:14]=[CH:13][C:12]([CH:15]([OH:16])[CH2:18][CH3:19])=[N:11]2)(=[O:9])=[O:8])=[CH:5][CH:6]=1. (6) Given the reactants [CH3:1][C:2]1[C:7]([CH:8]([C:10]2[N:14]([CH3:15])[N:13]=[N:12][CH:11]=2)[OH:9])=[CH:6][CH:5]=[C:4]([CH3:16])[N:3]=1, predict the reaction product. The product is: [CH3:1][C:2]1[C:7]([C:8]([C:10]2[N:14]([CH3:15])[N:13]=[N:12][CH:11]=2)=[O:9])=[CH:6][CH:5]=[C:4]([CH3:16])[N:3]=1.